From a dataset of Full USPTO retrosynthesis dataset with 1.9M reactions from patents (1976-2016). Predict the reactants needed to synthesize the given product. (1) Given the product [C:24]1([C:8]2[CH:21]=[CH:22][C:11]([C:41]3([OH:43])[C:40]4[CH:39]=[CH:38][CH:37]=[CH:36][C:35]=4[C:34]([C:14]4[CH:23]=[CH:18][C:17]([C:8]5[C:21]6[C:22]7=[C:23]8[C:18](=[CH:19][CH:20]=6)[CH:17]=[CH:16][CH:15]=[C:14]8[CH:13]=[CH:12][C:11]7=[CH:10][CH:9]=5)=[CH:16][CH:15]=4)([OH:44])[C:33]4[C:42]3=[CH:29][CH:30]=[CH:31][CH:32]=4)=[CH:10][CH:9]=2)[C:52]2[C:47]3=[C:48]4[C:49](=[CH:50][CH:51]=2)[CH:52]=[CH:51][CH:50]=[C:49]4[CH:48]=[CH:47][C:27]3=[CH:26][CH:25]=1, predict the reactants needed to synthesize it. The reactants are: BrC1C=CC=CC=1[C:8]1[C:21]2[C:22]3=[C:23]4[C:18](=[CH:19][CH:20]=2)[CH:17]=[CH:16][CH:15]=[C:14]4[CH:13]=[CH:12][C:11]3=[CH:10][CH:9]=1.[CH2:24]([Li])[CH2:25][CH2:26][CH3:27].[CH:29]1[C:42]2[C:41](=[O:43])[C:40]3[C:35](=[CH:36][CH:37]=[CH:38][CH:39]=3)[C:34](=[O:44])[C:33]=2[CH:32]=[CH:31][CH:30]=1.[Cl-].[NH4+].[CH3:47][CH2:48][CH2:49][CH2:50][CH2:51][CH3:52]. (2) Given the product [O:9]=[C:10]([N:18]1[CH2:22][CH2:21][CH2:20][C@H:19]1[C:23]([NH2:26])=[O:25])[C:11](=[O:17])[C:12]([CH3:16])([CH3:15])[CH2:13][CH3:14], predict the reactants needed to synthesize it. The reactants are: ClC(OCC(C)C)=O.[O:9]=[C:10]([N:18]1[CH2:22][CH2:21][CH2:20][C@H:19]1[C:23]([OH:25])=O)[C:11](=[O:17])[C:12]([CH3:16])([CH3:15])[CH2:13][CH3:14].[NH3:26].C(O)C. (3) Given the product [CH3:20][C:12]1[N:13]=[C:14]([NH2:16])[S:15][C:11]=1[S:8]([N:5]1[CH2:6][CH2:7][N:2]([CH3:1])[CH2:3][CH2:4]1)(=[O:10])=[O:9], predict the reactants needed to synthesize it. The reactants are: [CH3:1][N:2]1[CH2:7][CH2:6][N:5]([S:8]([C:11]2[S:15][C:14]([NH:16]C(=O)C)=[N:13][CH:12]=2)(=[O:10])=[O:9])[CH2:4][CH2:3]1.[CH3:20]O. (4) Given the product [CH3:39][S:40]([O:20][CH2:19][CH2:18][C@H:9]1[S:8][C@H:7]([C:21]2[CH:26]=[CH:25][CH:24]=[C:23]([O:27][CH3:28])[C:22]=2[O:29][CH3:30])[C:6]2[CH:31]=[C:2]([Cl:1])[CH:3]=[CH:4][C:5]=2[N:11]2[C:12]([CH:15]3[CH2:17][CH2:16]3)=[N:13][N:14]=[C:10]12)(=[O:42])=[O:41], predict the reactants needed to synthesize it. The reactants are: [Cl:1][C:2]1[CH:3]=[CH:4][C:5]2[N:11]3[C:12]([CH:15]4[CH2:17][CH2:16]4)=[N:13][N:14]=[C:10]3[C@@H:9]([CH2:18][CH2:19][OH:20])[S:8][C@H:7]([C:21]3[CH:26]=[CH:25][CH:24]=[C:23]([O:27][CH3:28])[C:22]=3[O:29][CH3:30])[C:6]=2[CH:31]=1.C(N(CC)CC)C.[CH3:39][S:40](Cl)(=[O:42])=[O:41].C(=O)(O)[O-].[Na+].